Dataset: Peptide-MHC class I binding affinity with 185,985 pairs from IEDB/IMGT. Task: Regression. Given a peptide amino acid sequence and an MHC pseudo amino acid sequence, predict their binding affinity value. This is MHC class I binding data. (1) The peptide sequence is IIYYQLAGY. The MHC is HLA-B15:01 with pseudo-sequence HLA-B15:01. The binding affinity (normalized) is 0.551. (2) The peptide sequence is FVDYNFSLV. The MHC is HLA-A02:03 with pseudo-sequence HLA-A02:03. The binding affinity (normalized) is 0.867. (3) The peptide sequence is VNRWLFRHL. The MHC is HLA-A31:01 with pseudo-sequence HLA-A31:01. The binding affinity (normalized) is 0.0847. (4) The peptide sequence is SFYVYANGGR. The MHC is HLA-A33:01 with pseudo-sequence HLA-A33:01. The binding affinity (normalized) is 0.519. (5) The peptide sequence is TISSESLVY. The MHC is HLA-A68:01 with pseudo-sequence HLA-A68:01. The binding affinity (normalized) is 0.223. (6) The peptide sequence is TSTLQEQIAW. The MHC is HLA-A68:02 with pseudo-sequence HLA-A68:02. The binding affinity (normalized) is 0. (7) The binding affinity (normalized) is 0.0847. The peptide sequence is GPAGYTAAL. The MHC is HLA-A26:01 with pseudo-sequence HLA-A26:01. (8) The peptide sequence is CAVINTVCA. The MHC is H-2-Kb with pseudo-sequence H-2-Kb. The binding affinity (normalized) is 0.00638.